Dataset: Full USPTO retrosynthesis dataset with 1.9M reactions from patents (1976-2016). Task: Predict the reactants needed to synthesize the given product. Given the product [C:14]([C:7]1[C:6]([CH3:22])=[C:5]([CH2:4][C:3]([OH:23])=[O:2])[N:13]2[C:8]=1[CH:9]=[CH:10][CH:11]=[CH:12]2)(=[O:21])[C:15]1[CH:16]=[CH:17][CH:18]=[CH:19][CH:20]=1, predict the reactants needed to synthesize it. The reactants are: C[O:2][C:3](=[O:23])[CH2:4][C:5]1[N:13]2[C:8]([CH:9]=[CH:10][CH:11]=[CH:12]2)=[C:7]([C:14](=[O:21])[C:15]2[CH:20]=[CH:19][CH:18]=[CH:17][CH:16]=2)[C:6]=1[CH3:22].CO.[OH-].[Li+].Cl.